Dataset: Forward reaction prediction with 1.9M reactions from USPTO patents (1976-2016). Task: Predict the product of the given reaction. (1) The product is: [F:1][C:2]1[C:22]([I:23])=[CH:21][C:5]2[C:6]3[N:10]=[C:9]([C:11]([NH2:24])=[O:13])[N:8]([CH3:16])[C:7]=3[CH:17]3[CH2:20][CH:19]([C:4]=2[CH:3]=1)[CH2:18]3. Given the reactants [F:1][C:2]1[C:22]([I:23])=[CH:21][C:5]2[C:6]3[N:10]=[C:9]([C:11]([O:13]CC)=O)[N:8]([CH3:16])[C:7]=3[CH:17]3[CH2:20][CH:19]([C:4]=2[CH:3]=1)[CH2:18]3.[NH3:24], predict the reaction product. (2) Given the reactants C(O[C:4]([C:6]1([CH2:20][CH2:21]OC)[CH2:11][CH2:10][N:9]([CH2:12][C:13]2[CH:18]=[CH:17][CH:16]=[CH:15][CH:14]=2)[CH2:8][CH:7]1[OH:19])=[O:5])C.[F:24][C:25]([F:37])([F:36])[CH:26]([CH3:35])[O:27][C:28]1[CH:33]=[CH:32][C:31]([NH2:34])=[CH:30][CH:29]=1, predict the reaction product. The product is: [CH2:12]([N:9]1[CH2:10][CH2:11][C:6]2([C:4](=[O:5])[N:34]([C:31]3[CH:32]=[CH:33][C:28]([O:27][CH:26]([CH3:35])[C:25]([F:24])([F:36])[F:37])=[CH:29][CH:30]=3)[CH2:21][CH2:20]2)[CH:7]([OH:19])[CH2:8]1)[C:13]1[CH:14]=[CH:15][CH:16]=[CH:17][CH:18]=1. (3) Given the reactants [CH3:1][C:2]1[N:6]([C:7]2[CH:15]=[CH:14][C:10]([C:11](O)=[O:12])=[CH:9][C:8]=2[C:16]([F:19])([F:18])[F:17])[C:5]2[CH2:20][CH2:21][CH2:22][CH2:23][C:4]=2[N:3]=1.C(N(C(C)C)CC)(C)C.[Cl:33][C:34]1[CH:45]=[CH:44][C:37]2[NH:38][C:39]([C@@H:41]([NH2:43])[CH3:42])=[N:40][C:36]=2[CH:35]=1.ClCl, predict the reaction product. The product is: [Cl:33][C:34]1[CH:45]=[CH:44][C:37]2[NH:38][C:39]([C@@H:41]([NH:43][C:11](=[O:12])[C:10]3[CH:14]=[CH:15][C:7]([N:6]4[C:5]5[CH2:20][CH2:21][CH2:22][CH2:23][C:4]=5[N:3]=[C:2]4[CH3:1])=[C:8]([C:16]([F:18])([F:19])[F:17])[CH:9]=3)[CH3:42])=[N:40][C:36]=2[CH:35]=1. (4) Given the reactants Cl[C:2]1[C:7]2[CH2:8][CH2:9][CH2:10][C:6]=2[C:5]([Cl:11])=[N:4][N:3]=1.[CH2:12]([O:14][C:15]([C:17]1N=[CH:19][C:20]([N:23]2[CH2:28][CH2:27][NH:26][C@@H:25]([CH3:29])[CH2:24]2)=[N:21][CH:22]=1)=[O:16])C.[CH2:30](N(CC)CC)C.O, predict the reaction product. The product is: [CH3:12][O:14][C:15](=[O:16])[C:17]1[CH:30]=[CH:19][C:20]([N:23]2[CH2:28][CH2:27][N:26]([C:2]3[C:7]4[CH2:8][CH2:9][CH2:10][C:6]=4[C:5]([Cl:11])=[N:4][N:3]=3)[C@@H:25]([CH3:29])[CH2:24]2)=[N:21][CH:22]=1.